This data is from Catalyst prediction with 721,799 reactions and 888 catalyst types from USPTO. The task is: Predict which catalyst facilitates the given reaction. (1) Reactant: Br[C:2]1[N:3]=[C:4]([C:9]2[N:10]([CH2:18][CH3:19])[C:11]3[CH:16]=[CH:15][N:14]=[CH:13][C:12]=3[N:17]=2)[C:5]([NH2:8])=[N:6][CH:7]=1.B([C:23]1[CH:31]=[CH:30][C:26]([C:27]([OH:29])=[O:28])=[CH:25][CH:24]=1)(O)O.C([O-])([O-])=O.[K+].[K+]. Product: [NH2:8][C:5]1[N:6]=[CH:7][C:2]([C:25]2[CH:24]=[CH:23][CH:31]=[CH:30][C:26]=2[C:27]([OH:29])=[O:28])=[N:3][C:4]=1[C:9]1[N:10]([CH2:18][CH3:19])[C:11]2[CH:16]=[CH:15][N:14]=[CH:13][C:12]=2[N:17]=1. The catalyst class is: 558. (2) Reactant: [NH2:1][C:2]1[CH:9]=[CH:8][CH:7]=[C:6]([CH:10]=[C:11]([CH3:13])[CH3:12])[C:3]=1[C:4]#[N:5].[S:14](Cl)(=[O:17])(=[O:16])[NH2:15]. Product: [S:14]([NH:1][C:2]1[CH:9]=[CH:8][CH:7]=[C:6]([CH:10]=[C:11]([CH3:13])[CH3:12])[C:3]=1[C:4]#[N:5])(=[O:17])(=[O:16])[NH2:15]. The catalyst class is: 80. (3) Reactant: [NH2:1][C@H:2]([CH3:5])[CH2:3][OH:4].[CH3:6][C:7]([O:10][C:11](O[C:11]([O:10][C:7]([CH3:9])([CH3:8])[CH3:6])=[O:12])=[O:12])([CH3:9])[CH3:8]. Product: [OH:4][CH2:3][C@H:2]([NH:1][C:11](=[O:12])[O:10][C:7]([CH3:9])([CH3:8])[CH3:6])[CH3:5]. The catalyst class is: 1. (4) Reactant: [F:1][C:2]1[C:3]2[C:4](=[C:20]([CH3:23])[O:21][N:22]=2)[N:5]=[C:6]([C:16]([O:18][CH3:19])=[O:17])[C:7]=1[NH:8][C:9]1[CH:14]=[CH:13][CH:12]=[CH:11][C:10]=1[F:15].[I:24]N1C(=O)CCC1=O.C(O)(C(F)(F)F)=O. Product: [F:1][C:2]1[C:3]2[C:4](=[C:20]([CH3:23])[O:21][N:22]=2)[N:5]=[C:6]([C:16]([O:18][CH3:19])=[O:17])[C:7]=1[NH:8][C:9]1[CH:14]=[CH:13][C:12]([I:24])=[CH:11][C:10]=1[F:15]. The catalyst class is: 3.